This data is from Forward reaction prediction with 1.9M reactions from USPTO patents (1976-2016). The task is: Predict the product of the given reaction. (1) The product is: [C:27]([C:24]([C:20]1[CH:19]=[C:18]([C:17]([NH:16][C:11]2[CH:12]=[CH:13][C:14]([CH3:15])=[C:9]([CH:10]=2)[O:8][C:5]2[CH:4]=[CH:3][C:2]([NH:1][C:36]([NH:35][C:30](=[O:34])[O:31][CH2:32][CH3:33])=[S:37])=[N:7][CH:6]=2)=[O:29])[CH:23]=[CH:22][CH:21]=1)([CH3:26])[CH3:25])#[N:28]. Given the reactants [NH2:1][C:2]1[N:7]=[CH:6][C:5]([O:8][C:9]2[CH:10]=[C:11]([NH:16][C:17](=[O:29])[C:18]3[CH:23]=[CH:22][CH:21]=[C:20]([C:24]([C:27]#[N:28])([CH3:26])[CH3:25])[CH:19]=3)[CH:12]=[CH:13][C:14]=2[CH3:15])=[CH:4][CH:3]=1.[C:30]([N:35]=[C:36]=[S:37])(=[O:34])[O:31][CH2:32][CH3:33].O, predict the reaction product. (2) The product is: [CH:19]1([CH2:18][O:10][C:5]2[CH:6]=[CH:7][CH:8]=[CH:9][C:4]=2[N+:1]([O-:3])=[O:2])[CH2:21][CH2:20]1. Given the reactants [N+:1]([C:4]1[CH:9]=[CH:8][CH:7]=[CH:6][C:5]=1[OH:10])([O-:3])=[O:2].C([O-])([O-])=O.[K+].[K+].Br[CH2:18][CH:19]1[CH2:21][CH2:20]1.Cl, predict the reaction product. (3) The product is: [CH3:24][NH:25][C:4](=[O:6])[C:3]1[CH:7]=[CH:8][CH:9]=[CH:10][C:2]=1[NH:1][C:19](=[O:20])[C:18]1[CH:22]=[CH:23][C:15]([C:11]([CH3:14])([CH3:13])[CH3:12])=[CH:16][CH:17]=1. Given the reactants [NH2:1][C:2]1[CH:10]=[CH:9][CH:8]=[CH:7][C:3]=1[C:4]([OH:6])=O.[C:11]([C:15]1[CH:23]=[CH:22][C:18]([C:19](Cl)=[O:20])=[CH:17][CH:16]=1)([CH3:14])([CH3:13])[CH3:12].[CH3:24][NH2:25], predict the reaction product. (4) Given the reactants [Li]CCCC.[CH3:6][O:7][C:8](=[O:15])[NH:9][C:10]1[S:11][CH:12]=[CH:13][N:14]=1.[O:16]1[C:20]2([CH2:25][CH2:24][C:23](=[O:26])[CH2:22][CH2:21]2)[O:19][CH2:18][CH2:17]1, predict the reaction product. The product is: [CH3:6][O:7][C:8](=[O:15])[NH:9][C:10]1[S:11][C:12]([C:23]2([OH:26])[CH2:24][CH2:25][C:20]3([O:19][CH2:18][CH2:17][O:16]3)[CH2:21][CH2:22]2)=[CH:13][N:14]=1. (5) Given the reactants [C:1]([O:5][C:6]([NH:8][CH2:9][CH2:10][CH2:11]/[C:12](=[CH:18]\[C:19]1[N:20]=[CH:21][N:22]([CH:24]2[CH2:29][CH2:28][CH2:27][C:26]([CH3:31])([CH3:30])[CH2:25]2)[CH:23]=1)/[C:13]([O:15][CH2:16][CH3:17])=[O:14])=[O:7])([CH3:4])([CH3:3])[CH3:2], predict the reaction product. The product is: [C:1]([O:5][C:6]([NH:8][CH2:9][CH2:10][CH2:11][CH:12]([CH2:18][C:19]1[N:20]=[CH:21][N:22]([CH:24]2[CH2:29][CH2:28][CH2:27][C:26]([CH3:30])([CH3:31])[CH2:25]2)[CH:23]=1)[C:13]([O:15][CH2:16][CH3:17])=[O:14])=[O:7])([CH3:2])([CH3:3])[CH3:4]. (6) Given the reactants C([O:8][N:9]([CH2:12][C@@H:13]([CH2:17][CH2:18][CH2:19][CH3:20])[C:14](O)=[O:15])[CH:10]=[O:11])C1C=CC=CC=1.[C:21]1([C:27]2[CH:28]=[CH:29][C:30]3[O:34][C:33]([C@@H:35]4[CH2:39][CH2:38][CH2:37][NH:36]4)=[N:32][C:31]=3[CH:40]=2)[CH:26]=[CH:25][CH:24]=[CH:23][CH:22]=1, predict the reaction product. The product is: [OH:8][N:9]([CH2:12][C@H:13]([C:14]([N:36]1[CH2:37][CH2:38][CH2:39][C@H:35]1[C:33]1[O:34][C:30]2[CH:29]=[CH:28][C:27]([C:21]3[CH:22]=[CH:23][CH:24]=[CH:25][CH:26]=3)=[CH:40][C:31]=2[N:32]=1)=[O:15])[CH2:17][CH2:18][CH2:19][CH3:20])[CH:10]=[O:11]. (7) The product is: [CH3:9][S:10]([O:8][C@H:4]1[CH2:5][CH2:6][CH2:7][C@@H:2]([CH3:1])[CH2:3]1)(=[O:12])=[O:11]. Given the reactants [CH3:1][C@@H:2]1[CH2:7][CH2:6][CH2:5][C@H:4]([OH:8])[CH2:3]1.[CH3:9][S:10](Cl)(=[O:12])=[O:11], predict the reaction product.